Dataset: Full USPTO retrosynthesis dataset with 1.9M reactions from patents (1976-2016). Task: Predict the reactants needed to synthesize the given product. Given the product [NH:36]([C:37]([NH:1][C:2]1[CH:22]=[CH:21][C:5]2[N:6]([C@@H:9]([C:15]3[CH:16]=[CH:17][CH:18]=[CH:19][CH:20]=3)[CH2:10][C:11]([O:13][CH3:14])=[O:12])[CH:7]=[N:8][C:4]=2[CH:3]=1)=[O:38])[C:30]1[CH:35]=[CH:34][CH:33]=[CH:32][CH:31]=1, predict the reactants needed to synthesize it. The reactants are: [NH2:1][C:2]1[CH:22]=[CH:21][C:5]2[N:6]([C@@H:9]([C:15]3[CH:20]=[CH:19][CH:18]=[CH:17][CH:16]=3)[CH2:10][C:11]([O:13][CH3:14])=[O:12])[CH:7]=[N:8][C:4]=2[CH:3]=1.C(NC(C)C)(C)C.[C:30]1([N:36]=[C:37]=[O:38])[CH:35]=[CH:34][CH:33]=[CH:32][CH:31]=1.